From a dataset of Forward reaction prediction with 1.9M reactions from USPTO patents (1976-2016). Predict the product of the given reaction. (1) Given the reactants [Br:1][C:2]1[CH:7]=[CH:6][C:5]([CH2:8]O)=[CH:4][C:3]=1[O:10][CH2:11][CH3:12].CCN(CC)CC.CS([Cl:24])(=O)=O.C([O-])(O)=O.[Na+], predict the reaction product. The product is: [Br:1][C:2]1[CH:7]=[CH:6][C:5]([CH2:8][Cl:24])=[CH:4][C:3]=1[O:10][CH2:11][CH3:12]. (2) Given the reactants [C:1]([C:3]1[CH:8]=[C:7]([O:9][CH2:10][CH:11]2[CH2:16][CH2:15][N:14]([CH2:17][C:18]([F:21])([CH3:20])[CH3:19])[CH2:13][CH2:12]2)[CH:6]=[CH:5][C:4]=1[C:22]1[CH:27]=[CH:26][C:25](C(O)=O)=[C:24]([F:31])C=1)#[N:2].[NH:32]1[CH2:39][CH2:38][CH2:37][C@H:33]1[C:34]([NH2:36])=[O:35].C1C=CC2N([OH:49])N=NC=2C=1.[CH2:50](Cl)[CH2:51]Cl.CCN(C(C)C)C(C)C, predict the reaction product. The product is: [C:1]([C:3]1[CH:8]=[C:7]([O:9][CH2:10][CH:11]2[CH2:16][CH2:15][N:14]([CH2:17][C:18]([F:21])([CH3:20])[CH3:19])[CH2:13][CH2:12]2)[CH:6]=[CH:5][C:4]=1[C:22]1[C:50]([C:51]([N:32]2[CH2:39][CH2:38][CH2:37][C@H:33]2[C:34]([NH2:36])=[O:35])=[O:49])=[C:24]([F:31])[CH:25]=[CH:26][CH:27]=1)#[N:2]. (3) Given the reactants [Cl:1][C:2]1[CH:3]=[CH:4][C:5]([O:32][C:33]2[CH:38]=[C:37]([F:39])[C:36]([S:40](=[O:59])(=[O:58])[N:41](CC3C=CC(OC)=CC=3OC)[C:42]3[S:46][N:45]=[CH:44][N:43]=3)=[CH:35][C:34]=2[F:60])=[C:6]([C:8]2[CH:9]=[CH:10][C:11]3[O:15][N:14]=[C:13]([N:16](C(OC(C)(C)C)=O)[C:17](OC(C)(C)C)=O)[C:12]=3[CH:31]=2)[CH:7]=1.ClC1C=CC(OC2C=C(F)C(S(=O)(=O)N(CC3C=CC(OC)=CC=3OC)C3SN=CN=3)=CC=2F)=C(C2C=CC3ON=C(N(C)C(=O)OC(C)(C)C)C=3C=2)C=1, predict the reaction product. The product is: [Cl:1][C:2]1[CH:3]=[CH:4][C:5]([O:32][C:33]2[C:34]([F:60])=[CH:35][C:36]([S:40]([NH:41][C:42]3[S:46][N:45]=[CH:44][N:43]=3)(=[O:59])=[O:58])=[C:37]([F:39])[CH:38]=2)=[C:6]([C:8]2[CH:9]=[CH:10][C:11]3[O:15][N:14]=[C:13]([NH:16][CH3:17])[C:12]=3[CH:31]=2)[CH:7]=1. (4) Given the reactants C(OC(=O)[NH:7][C:8]1[CH:9]=[C:10]([C:19]2[CH:24]=[CH:23][C:22]([C:25](=[O:42])[NH:26][C:27]3[CH:32]=[CH:31][C:30]([CH2:33][N:34]4[CH2:39][CH2:38][S:37](=[O:41])(=[O:40])[CH2:36][CH2:35]4)=[CH:29][CH:28]=3)=[CH:21][CH:20]=2)[C:11]([O:14][C:15]([F:18])([F:17])[F:16])=[CH:12][CH:13]=1)(C)(C)C.FC(F)(F)C(O)=O, predict the reaction product. The product is: [O:41]=[S:37]1(=[O:40])[CH2:38][CH2:39][N:34]([CH2:33][C:30]2[CH:29]=[CH:28][C:27]([NH:26][C:25]([C:22]3[CH:23]=[CH:24][C:19]([C:10]4[CH:9]=[C:8]([NH2:7])[CH:13]=[CH:12][C:11]=4[O:14][C:15]([F:18])([F:16])[F:17])=[CH:20][CH:21]=3)=[O:42])=[CH:32][CH:31]=2)[CH2:35][CH2:36]1. (5) Given the reactants [H-].[Al+3].[Li+].[H-].[H-].[H-].C1COCC1.[CH2:12]([O:19][C:20]1[CH:27]=[CH:26][C:23]([C:24]#[N:25])=[C:22]([F:28])[CH:21]=1)[C:13]1[CH:18]=[CH:17][CH:16]=[CH:15][CH:14]=1.[OH-].[Na+], predict the reaction product. The product is: [CH2:12]([O:19][C:20]1[CH:27]=[CH:26][C:23]([CH2:24][NH2:25])=[C:22]([F:28])[CH:21]=1)[C:13]1[CH:14]=[CH:15][CH:16]=[CH:17][CH:18]=1.